From a dataset of Forward reaction prediction with 1.9M reactions from USPTO patents (1976-2016). Predict the product of the given reaction. (1) Given the reactants C1(P(=[O:20])(C2C=CC=CC=2)C2C=CC=CC=2)C=CC=CC=1.FC(F)(F)S(OS(C(F)(F)F)(=O)=O)(=O)=O.C([S:43][CH:44]([CH2:77][N:78]1[CH2:83][CH2:82][S:81][CH2:80][CH2:79]1)[CH2:45][NH:46][C:47]([C:49]1[NH:50][C:51]2[C:56]([CH:57]=1)=[CH:55][C:54]([O:58][CH2:59][CH2:60][O:61][CH3:62])=[CH:53][C:52]=2[N:63]([CH2:73][CH:74]1[CH2:76][CH2:75]1)[S:64]([C:67]1[CH:72]=[CH:71][CH:70]=[CH:69][N:68]=1)(=[O:66])=[O:65])=O)C1C=CC=CC=1.C1(SC)C=CC=CC=1.C(=O)(O)[O-].[Na+], predict the reaction product. The product is: [CH:74]1([CH2:73][N:63]([C:52]2[CH:53]=[C:54]([O:58][CH2:59][CH2:60][O:61][CH3:62])[CH:55]=[C:56]3[C:51]=2[NH:50][C:49]([C:47]2[S:43][CH:44]([CH2:77][N:78]4[CH2:83][CH2:82][S:81](=[O:20])[CH2:80][CH2:79]4)[CH2:45][N:46]=2)=[CH:57]3)[S:64]([C:67]2[CH:72]=[CH:71][CH:70]=[CH:69][N:68]=2)(=[O:65])=[O:66])[CH2:75][CH2:76]1. (2) Given the reactants Br[C:2]1[CH:3]=[C:4]2[C:9](=[CH:10][C:11]=1[F:12])[O:8][CH2:7][CH2:6][CH:5]2[C:13]([O:15][CH3:16])=[O:14].[CH3:17][N:18]1CCCC1=O, predict the reaction product. The product is: [C:17]([C:2]1[CH:3]=[C:4]2[C:9](=[CH:10][C:11]=1[F:12])[O:8][CH2:7][CH2:6][CH:5]2[C:13]([O:15][CH3:16])=[O:14])#[N:18]. (3) Given the reactants [C:1]([C:4]1[S:8][C:7]([I:9])=[CH:6][CH:5]=1)(=[O:3])[CH3:2].[CH3:10][N:11]([CH3:20])[C:12]1[CH:19]=[CH:18][C:15]([CH:16]=O)=[CH:14][CH:13]=1.[OH-].[K+].O, predict the reaction product. The product is: [CH3:10][N:11]([CH3:20])[C:12]1[CH:19]=[CH:18][C:15](/[CH:16]=[CH:2]/[C:1]([C:4]2[S:8][C:7]([I:9])=[CH:6][CH:5]=2)=[O:3])=[CH:14][CH:13]=1. (4) Given the reactants [CH3:1][O:2][C:3]1[CH2:7][CH2:6][C:5](=[O:8])[C:4]=1[C:9]1[C:14]([CH3:15])=[CH:13][C:12]([CH3:16])=[CH:11][C:10]=1[CH3:17].C([N-]C(C)C)(C)C.[Li+].[N+:26]([CH:29]=[CH2:30])([O-:28])=[O:27], predict the reaction product. The product is: [CH3:1][O:2][C:3]1[CH2:7][CH:6]([CH2:30][CH2:29][N+:26]([O-:28])=[O:27])[C:5](=[O:8])[C:4]=1[C:9]1[C:14]([CH3:15])=[CH:13][C:12]([CH3:16])=[CH:11][C:10]=1[CH3:17]. (5) Given the reactants C(OC(=O)/[C:7](/[C:26]#[N:27])=[CH:8]\[NH:9][C:10]1[CH:15]=[C:14]([O:16][CH2:17][CH3:18])[C:13]([N+:19]([O-:21])=[O:20])=[CH:12][C:11]=1[C:22]([O:24]C)=O)(C)(C)C.C(#N)C.C1CCN2C(=NCCC2)CC1, predict the reaction product. The product is: [CH2:17]([O:16][C:14]1[CH:15]=[C:10]2[C:11]([C:22]([OH:24])=[C:7]([C:26]#[N:27])[CH:8]=[N:9]2)=[CH:12][C:13]=1[N+:19]([O-:21])=[O:20])[CH3:18]. (6) Given the reactants [Br:1][C:2]1[C:11]2[C:6](=[C:7]([CH3:14])[CH:8]=[C:9]([O:12][CH3:13])[CH:10]=2)[N:5]=[CH:4][C:3]=1N.[B-](F)(F)(F)[F:17].N#[O+], predict the reaction product. The product is: [Br:1][C:2]1[C:11]2[C:6](=[C:7]([CH3:14])[CH:8]=[C:9]([O:12][CH3:13])[CH:10]=2)[N:5]=[CH:4][C:3]=1[F:17]. (7) Given the reactants C[O:2][C:3]1[CH:12]=[C:11]2[C:6]([CH:7]=[C:8]([C:14]([OH:16])=[O:15])[C:9]([CH3:13])=[N:10]2)=[CH:5][CH:4]=1.Br, predict the reaction product. The product is: [OH:2][C:3]1[CH:12]=[C:11]2[C:6]([CH:7]=[C:8]([C:14]([OH:16])=[O:15])[C:9]([CH3:13])=[N:10]2)=[CH:5][CH:4]=1.